This data is from Forward reaction prediction with 1.9M reactions from USPTO patents (1976-2016). The task is: Predict the product of the given reaction. Given the reactants [F:1][C:2]1[CH:3]=[C:4](Br)[CH:5]=[C:6]([F:8])[CH:7]=1.[Mg].C[O:12][B:13](OC)[O:14]C.Cl, predict the reaction product. The product is: [F:1][C:2]1[CH:3]=[C:4]([B:13]([OH:14])[OH:12])[CH:5]=[C:6]([F:8])[CH:7]=1.